From a dataset of Reaction yield outcomes from USPTO patents with 853,638 reactions. Predict the reaction yield, written as a fraction of the theoretical maximum amount of product (1.0 means a 100% yield; for example, 0.34 means a 34% yield). (1) The reactants are [C:1]([O:5][C:6]([N:8]1[CH2:24][CH2:23][C:10]2([CH2:13][CH:12]([N:14]3[CH2:19][CH2:18][CH:17]([C:20]([OH:22])=O)[CH2:16][CH2:15]3)[CH2:11]2)[CH2:9]1)=[O:7])([CH3:4])([CH3:3])[CH3:2].Cl.[CH3:26][C:27]1([NH2:31])[CH2:30][CH2:29][CH2:28]1.CN(C(ON1N=NC2C=CC=NC1=2)=[N+](C)C)C.F[P-](F)(F)(F)(F)F.CCN(C(C)C)C(C)C. The catalyst is CN(C=O)C. The product is [CH3:26][C:27]1([NH:31][C:20]([CH:17]2[CH2:16][CH2:15][N:14]([CH:12]3[CH2:13][C:10]4([CH2:23][CH2:24][N:8]([C:6]([O:5][C:1]([CH3:4])([CH3:2])[CH3:3])=[O:7])[CH2:9]4)[CH2:11]3)[CH2:19][CH2:18]2)=[O:22])[CH2:30][CH2:29][CH2:28]1. The yield is 0.767. (2) The reactants are CN(C(ON1N=NC2C=CC=NC1=2)=[N+](C)C)C.F[P-](F)(F)(F)(F)F.[CH3:25][O:26][C:27]1[CH:32]=[CH:31][C:30]([C:33]2[CH:38]=[CH:37][C:36]([C:39]([OH:41])=O)=[C:35]([N+:42]([O-:44])=[O:43])[CH:34]=2)=[CH:29][CH:28]=1.[CH:45]1([C@@H:51]([C:53]2[NH:57][N:56]=[N:55][N:54]=2)[NH2:52])[CH2:50][CH2:49][CH2:48][CH2:47][CH2:46]1.C(N(C(C)C)CC)(C)C. The catalyst is CN(C=O)C.CCCCCC.C(OCC)(=O)C. The product is [CH:45]1([C@@H:51]([C:53]2[NH:57][N:56]=[N:55][N:54]=2)[NH:52][C:39]([C:36]2[CH:37]=[CH:38][C:33]([C:30]3[CH:29]=[CH:28][C:27]([O:26][CH3:25])=[CH:32][CH:31]=3)=[CH:34][C:35]=2[N+:42]([O-:44])=[O:43])=[O:41])[CH2:46][CH2:47][CH2:48][CH2:49][CH2:50]1. The yield is 0.350. (3) The reactants are C(OC(=O)[NH:7][C:8]1[CH:13]=[CH:12][C:11]([F:14])=[C:10]([Cl:15])[C:9]=1[Cl:16])(C)(C)C.FC(F)(F)C(O)=O.C(=O)(O)[O-].[Na+]. The catalyst is ClCCl. The product is [Cl:16][C:9]1[C:10]([Cl:15])=[C:11]([F:14])[CH:12]=[CH:13][C:8]=1[NH2:7]. The yield is 0.810. (4) The reactants are [Br:1][C:2]1[CH:3]=[C:4]([N:22]([C@H:25]2[CH2:30][CH2:29][C@H:28]([N:31]([CH3:33])[CH3:32])[CH2:27][CH2:26]2)[CH2:23][CH3:24])[C:5]([CH3:21])=[C:6]([CH:20]=1)[C:7]([NH:9][CH2:10][C:11]1[C:12]([CH3:19])=[N:13][N:14]([CH3:18])[C:15]=1[O:16]C)=[O:8]. The catalyst is Cl. The product is [Br:1][C:2]1[CH:3]=[C:4]([N:22]([C@H:25]2[CH2:26][CH2:27][C@H:28]([N:31]([CH3:32])[CH3:33])[CH2:29][CH2:30]2)[CH2:23][CH3:24])[C:5]([CH3:21])=[C:6]([CH:20]=1)[C:7]([NH:9][CH2:10][C:11]1[C:15](=[O:16])[N:14]([CH3:18])[NH:13][C:12]=1[CH3:19])=[O:8]. The yield is 0.441.